From a dataset of NCI-60 drug combinations with 297,098 pairs across 59 cell lines. Regression. Given two drug SMILES strings and cell line genomic features, predict the synergy score measuring deviation from expected non-interaction effect. (1) Drug 1: CC1CCC2CC(C(=CC=CC=CC(CC(C(=O)C(C(C(=CC(C(=O)CC(OC(=O)C3CCCCN3C(=O)C(=O)C1(O2)O)C(C)CC4CCC(C(C4)OC)OCCO)C)C)O)OC)C)C)C)OC. Drug 2: CC1C(C(CC(O1)OC2CC(CC3=C2C(=C4C(=C3O)C(=O)C5=CC=CC=C5C4=O)O)(C(=O)C)O)N)O. Cell line: HOP-92. Synergy scores: CSS=66.0, Synergy_ZIP=-1.61, Synergy_Bliss=-2.22, Synergy_Loewe=8.44, Synergy_HSA=9.01. (2) Drug 1: CC(C)(C#N)C1=CC(=CC(=C1)CN2C=NC=N2)C(C)(C)C#N. Drug 2: COC1=C2C(=CC3=C1OC=C3)C=CC(=O)O2. Cell line: DU-145. Synergy scores: CSS=-4.77, Synergy_ZIP=1.88, Synergy_Bliss=-1.75, Synergy_Loewe=-3.18, Synergy_HSA=-4.33. (3) Drug 1: CCC(=C(C1=CC=CC=C1)C2=CC=C(C=C2)OCCN(C)C)C3=CC=CC=C3.C(C(=O)O)C(CC(=O)O)(C(=O)O)O. Drug 2: C1CN(P(=O)(OC1)NCCCl)CCCl. Synergy scores: CSS=-1.35, Synergy_ZIP=-0.120, Synergy_Bliss=-0.643, Synergy_Loewe=-0.395, Synergy_HSA=-2.35. Cell line: SK-MEL-28. (4) Drug 1: C1=CC(=C2C(=C1NCCNCCO)C(=O)C3=C(C=CC(=C3C2=O)O)O)NCCNCCO. Drug 2: C1=NC2=C(N1)C(=S)N=C(N2)N. Cell line: HCT-15. Synergy scores: CSS=55.6, Synergy_ZIP=-4.33, Synergy_Bliss=-4.73, Synergy_Loewe=-3.88, Synergy_HSA=0.364. (5) Drug 1: C#CCC(CC1=CN=C2C(=N1)C(=NC(=N2)N)N)C3=CC=C(C=C3)C(=O)NC(CCC(=O)O)C(=O)O. Drug 2: COCCOC1=C(C=C2C(=C1)C(=NC=N2)NC3=CC=CC(=C3)C#C)OCCOC.Cl. Cell line: MCF7. Synergy scores: CSS=-1.76, Synergy_ZIP=2.05, Synergy_Bliss=3.99, Synergy_Loewe=-1.42, Synergy_HSA=-0.627. (6) Drug 1: C1=CC(=CC=C1C#N)C(C2=CC=C(C=C2)C#N)N3C=NC=N3. Drug 2: CS(=O)(=O)CCNCC1=CC=C(O1)C2=CC3=C(C=C2)N=CN=C3NC4=CC(=C(C=C4)OCC5=CC(=CC=C5)F)Cl. Cell line: IGROV1. Synergy scores: CSS=9.09, Synergy_ZIP=-1.98, Synergy_Bliss=0.892, Synergy_Loewe=-16.6, Synergy_HSA=-10.9. (7) Drug 1: C1=CC=C(C=C1)NC(=O)CCCCCCC(=O)NO. Drug 2: CC1=C(N=C(N=C1N)C(CC(=O)N)NCC(C(=O)N)N)C(=O)NC(C(C2=CN=CN2)OC3C(C(C(C(O3)CO)O)O)OC4C(C(C(C(O4)CO)O)OC(=O)N)O)C(=O)NC(C)C(C(C)C(=O)NC(C(C)O)C(=O)NCCC5=NC(=CS5)C6=NC(=CS6)C(=O)NCCC[S+](C)C)O. Cell line: NCI-H460. Synergy scores: CSS=50.4, Synergy_ZIP=1.47, Synergy_Bliss=4.58, Synergy_Loewe=2.75, Synergy_HSA=8.70. (8) Drug 1: CC1=CC2C(CCC3(C2CCC3(C(=O)C)OC(=O)C)C)C4(C1=CC(=O)CC4)C. Drug 2: CC12CCC3C(C1CCC2OP(=O)(O)O)CCC4=C3C=CC(=C4)OC(=O)N(CCCl)CCCl.[Na+]. Cell line: NCIH23. Synergy scores: CSS=-1.32, Synergy_ZIP=0.0575, Synergy_Bliss=-4.68, Synergy_Loewe=-7.69, Synergy_HSA=-7.25. (9) Drug 1: C1=C(C(=O)NC(=O)N1)N(CCCl)CCCl. Drug 2: CC12CCC3C(C1CCC2OP(=O)(O)O)CCC4=C3C=CC(=C4)OC(=O)N(CCCl)CCCl.[Na+]. Cell line: SF-295. Synergy scores: CSS=1.10, Synergy_ZIP=-6.09, Synergy_Bliss=-10.8, Synergy_Loewe=-16.2, Synergy_HSA=-9.55.